Dataset: Peptide-MHC class II binding affinity with 134,281 pairs from IEDB. Task: Regression. Given a peptide amino acid sequence and an MHC pseudo amino acid sequence, predict their binding affinity value. This is MHC class II binding data. (1) The peptide sequence is ENCGTRGPSLRTTTV. The MHC is DRB1_0405 with pseudo-sequence DRB1_0405. The binding affinity (normalized) is 0. (2) The peptide sequence is FEAAFNDAIKASTGG. The MHC is DRB1_0301 with pseudo-sequence DRB1_0301. The binding affinity (normalized) is 0.345. (3) The peptide sequence is FIVFLLLAGRSCSYK. The MHC is DRB4_0101 with pseudo-sequence DRB4_0103. The binding affinity (normalized) is 0.0398. (4) The peptide sequence is NLYKLHGGHVSCRVK. The MHC is HLA-DQA10501-DQB10302 with pseudo-sequence HLA-DQA10501-DQB10302. The binding affinity (normalized) is 0.247. (5) The peptide sequence is KKSGITEVDRTEAKEGL. The MHC is DRB1_1501 with pseudo-sequence DRB1_1501. The binding affinity (normalized) is 0. (6) The peptide sequence is KLIEDINVGFKAAVA. The MHC is HLA-DQA10401-DQB10402 with pseudo-sequence HLA-DQA10401-DQB10402. The binding affinity (normalized) is 0.480. (7) The peptide sequence is LLNRNNSFKPFAEYK. The MHC is HLA-DPA10103-DPB10401 with pseudo-sequence HLA-DPA10103-DPB10401. The binding affinity (normalized) is 0.234. (8) The peptide sequence is MERRFTSHLPVAQRG. The MHC is HLA-DQA10601-DQB10402 with pseudo-sequence HLA-DQA10601-DQB10402. The binding affinity (normalized) is 0.599. (9) The peptide sequence is QAYAATVAAAPQVKY. The MHC is HLA-DPA10301-DPB10402 with pseudo-sequence HLA-DPA10301-DPB10402. The binding affinity (normalized) is 0.0653.